The task is: Regression/Classification. Given a drug SMILES string, predict its toxicity properties. Task type varies by dataset: regression for continuous values (e.g., LD50, hERG inhibition percentage) or binary classification for toxic/non-toxic outcomes (e.g., AMES mutagenicity, cardiotoxicity, hepatotoxicity). Dataset: ld50_zhu.. This data is from Acute oral toxicity (LD50) regression data from Zhu et al.. The compound is O=C(OCC(O)CO)c1ccccc1Nc1ccnc2cc(Cl)ccc12. The rat oral LD50 is 2.21, given as -log10 of the dose in mol/kg body weight (higher means more acutely toxic).